Predict the product of the given reaction. From a dataset of Forward reaction prediction with 1.9M reactions from USPTO patents (1976-2016). (1) Given the reactants [CH:1]1([C:4]([OH:6])=O)[CH2:3][CH2:2]1.CN(C(ON1N=NC2C1=CC=CC=2)=[N+](C)C)C.F[P-](F)(F)(F)(F)F.FC(F)(F)C([N:35]1[CH2:41][C@H:40]2[CH2:42][C@H:37]([CH2:38][NH:39]2)[CH2:36]1)=O.[Cl-].[NH4+], predict the reaction product. The product is: [CH:1]1([C:4]([N:39]2[CH2:38][C@H:37]3[CH2:42][C@@H:40]2[CH2:41][NH:35][CH2:36]3)=[O:6])[CH2:3][CH2:2]1. (2) Given the reactants [Cl:1][C:2]1[CH:7]=[CH:6][N:5]=[C:4]2[CH:8]=[CH:9][S:10][C:3]=12.[Li]CCCC.Br[C:17]1[CH:24]=[CH:23][C:20]([CH:21]=[O:22])=[CH:19][N:18]=1, predict the reaction product. The product is: [Cl:1][C:2]1[CH:7]=[CH:6][N:5]=[C:4]2[CH:8]=[C:9]([C:17]3[CH:24]=[CH:23][C:20]([CH:21]=[O:22])=[CH:19][N:18]=3)[S:10][C:3]=12.